This data is from Forward reaction prediction with 1.9M reactions from USPTO patents (1976-2016). The task is: Predict the product of the given reaction. (1) Given the reactants Cl[CH2:2][C:3]1[CH:8]=[CH:7][C:6]([CH2:9][OH:10])=[CH:5][CH:4]=1.[N-:11]=[N+:12]=[N-:13].[Na+], predict the reaction product. The product is: [N:11]([CH2:2][C:3]1[CH:8]=[CH:7][C:6]([CH2:9][OH:10])=[CH:5][CH:4]=1)=[N+:12]=[N-:13]. (2) Given the reactants [CH3:1][C:2]1[C:7]([OH:8])=[C:6]([CH:9]=O)[C:5]([CH2:11][OH:12])=[CH:4][N:3]=1.Cl.[NH2:14][C:15]1[CH:22]=[CH:21][C:18]([C:19]#[N:20])=[CH:17][CH:16]=1, predict the reaction product. The product is: [OH:8][C:7]1[C:2]([CH3:1])=[N:3][CH:4]=[C:5]([CH2:11][OH:12])[C:6]=1[CH2:9][NH:14][C:15]1[CH:22]=[CH:21][C:18]([C:19]#[N:20])=[CH:17][CH:16]=1.